The task is: Predict the product of the given reaction.. This data is from Forward reaction prediction with 1.9M reactions from USPTO patents (1976-2016). (1) Given the reactants [CH3:1][O:2][C:3]1[C:4]([N+:11]([O-])=O)=[C:5]([CH:8]=[CH:9][CH:10]=1)[C:6]#[N:7], predict the reaction product. The product is: [NH2:11][C:4]1[C:3]([O:2][CH3:1])=[CH:10][CH:9]=[CH:8][C:5]=1[C:6]#[N:7]. (2) Given the reactants FC(F)(F)C(O)=O.C(OC([N:15]1[CH2:21][CH2:20][C:19]2[C:22]([S:27][CH2:28][CH2:29][CH2:30][C:31]3[CH:32]=[C:33]4[C:37](=[CH:38][CH:39]=3)[NH:36][C:35](=[O:40])[C:34]4([CH3:42])[CH3:41])=[C:23]([Cl:26])[CH:24]=[CH:25][C:18]=2[CH2:17][CH2:16]1)=O)(C)(C)C, predict the reaction product. The product is: [Cl:26][C:23]1[CH:24]=[CH:25][C:18]2[CH2:17][CH2:16][NH:15][CH2:21][CH2:20][C:19]=2[C:22]=1[S:27][CH2:28][CH2:29][CH2:30][C:31]1[CH:32]=[C:33]2[C:37](=[CH:38][CH:39]=1)[NH:36][C:35](=[O:40])[C:34]2([CH3:42])[CH3:41]. (3) The product is: [Br:1][C:2]1[CH:9]=[CH:8][C:5]([CH:6]2[O:25][CH2:24][CH2:23][O:7]2)=[C:4]([F:10])[CH:3]=1. Given the reactants [Br:1][C:2]1[CH:9]=[CH:8][C:5]([CH:6]=[O:7])=[C:4]([F:10])[CH:3]=1.O.C1(C)C=CC(S(O)(=O)=O)=CC=1.[CH2:23](O)[CH2:24][OH:25].C([O-])(O)=O.[Na+], predict the reaction product. (4) The product is: [NH2:5][CH2:4][C:3]1[C:2]([OH:1])=[N:9][C:8]([C:10]([F:11])([F:12])[F:13])=[CH:7][C:6]=1[CH3:14]. Given the reactants [OH:1][C:2]1[N:9]=[C:8]([C:10]([F:13])([F:12])[F:11])[CH:7]=[C:6]([CH3:14])[C:3]=1[C:4]#[N:5].[H-].[Al+3].[Li+].[H-].[H-].[H-], predict the reaction product. (5) The product is: [CH2:1]([N:4]1[C:12]2[C:7](=[CH:8][CH:9]=[CH:10][C:11]=2[C:13]([F:16])([F:15])[F:14])[C:6]([C:17]2[CH:22]=[CH:21][C:20]([OH:23])=[CH:19][C:18]=2[OH:25])=[N:5]1)[CH:2]=[CH2:3]. Given the reactants [CH2:1]([N:4]1[C:12]2[C:7](=[CH:8][CH:9]=[CH:10][C:11]=2[C:13]([F:16])([F:15])[F:14])[C:6]([C:17]2[CH:22]=[CH:21][C:20]([O:23]C)=[CH:19][C:18]=2[O:25]C)=[N:5]1)[CH:2]=[CH2:3].B(Br)(Br)Br.C1CCCCC=1, predict the reaction product.